Dataset: Full USPTO retrosynthesis dataset with 1.9M reactions from patents (1976-2016). Task: Predict the reactants needed to synthesize the given product. Given the product [CH2:19]([O:26][C:27](=[O:39])[NH:28][C:29]([C:31]1[CH:32]=[CH:33][C:34]([CH2:37][NH:38][C:11](=[O:13])[CH:10]([C:3]2[C:4]([F:9])=[CH:5][C:6]([OH:8])=[CH:7][C:2]=2[F:1])[O:14][CH2:15][CH3:16])=[CH:35][CH:36]=1)=[NH:30])[C:20]1[CH:25]=[CH:24][CH:23]=[CH:22][CH:21]=1, predict the reactants needed to synthesize it. The reactants are: [F:1][C:2]1[CH:7]=[C:6]([OH:8])[CH:5]=[C:4]([F:9])[C:3]=1[CH:10]([O:14][CH2:15][CH3:16])[C:11]([OH:13])=O.Cl.Cl.[CH2:19]([O:26][C:27](=[O:39])[NH:28][C:29]([C:31]1[CH:36]=[CH:35][C:34]([CH2:37][NH2:38])=[CH:33][CH:32]=1)=[NH:30])[C:20]1[CH:25]=[CH:24][CH:23]=[CH:22][CH:21]=1.C1C=CC2N(O)N=NC=2C=1.Cl.CN(C)CCCN=C=NCC.